This data is from Forward reaction prediction with 1.9M reactions from USPTO patents (1976-2016). The task is: Predict the product of the given reaction. Given the reactants [C:1]([C:5]1[CH:10]=[CH:9][C:8]([N:11]2[C:15](=[O:16])[C:14]([CH3:18])([CH3:17])[N:13]([CH2:19][C:20]3[CH:25]=[CH:24][N:23]=[C:22](Cl)[CH:21]=3)[C:12]2=[O:27])=[CH:7][CH:6]=1)([CH3:4])([CH3:3])[CH3:2].C(=O)([O-])[O-].[Cs+].[Cs+].[C:34](=[O:39])([O:36][CH2:37][CH3:38])[NH2:35], predict the reaction product. The product is: [C:1]([C:5]1[CH:10]=[CH:9][C:8]([N:11]2[C:15](=[O:16])[C:14]([CH3:18])([CH3:17])[N:13]([CH2:19][C:20]3[CH:25]=[CH:24][N:23]=[C:22]([NH:35][C:34](=[O:39])[O:36][CH2:37][CH3:38])[CH:21]=3)[C:12]2=[O:27])=[CH:7][CH:6]=1)([CH3:4])([CH3:3])[CH3:2].